From a dataset of Reaction yield outcomes from USPTO patents with 853,638 reactions. Predict the reaction yield, written as a fraction of the theoretical maximum amount of product (1.0 means a 100% yield; for example, 0.34 means a 34% yield). (1) The reactants are [OH:1][C:2]1[CH:3]=[C:4]2[C:9](=[CH:10][CH:11]=1)[CH:8]=[C:7]([CH2:12][N:13]1[CH2:16][CH:15]([C:17]([O:19][CH3:20])=[O:18])[CH2:14]1)[CH:6]=[CH:5]2.[F:21][C:22]([F:31])([F:30])[CH:23]1[CH2:28][CH2:27][CH:26](O)[CH2:25][CH2:24]1.C1C=CC(P(C2C=CC=CC=2)C2C=CC=CC=2)=CC=1.CC(OC(/N=N/C(OC(C)C)=O)=O)C. The catalyst is C1(C)C=CC=CC=1. The product is [F:21][C:22]([F:31])([F:30])[CH:23]1[CH2:28][CH2:27][CH:26]([O:1][C:2]2[CH:3]=[C:4]3[C:9](=[CH:10][CH:11]=2)[CH:8]=[C:7]([CH2:12][N:13]2[CH2:16][CH:15]([C:17]([O:19][CH3:20])=[O:18])[CH2:14]2)[CH:6]=[CH:5]3)[CH2:25][CH2:24]1. The yield is 0.280. (2) The reactants are [C:1]([NH:9][C:10]1[CH:15]=[CH:14][C:13]([C:16]2[CH:24]=[C:23]3[C:19]([CH2:20][N:21]([C@@H:26]([CH:31]([CH3:33])[CH3:32])[C:27]([O:29][CH3:30])=[O:28])[C:22]3=[O:25])=[CH:18][CH:17]=2)=[CH:12][CH:11]=1)(=[O:8])[C:2]1[CH:7]=[CH:6][CH:5]=[CH:4][CH:3]=1.NC1C=CC(C2C=C3C(CN([C@@H](C(C)C)C(OC)=O)C3=O)=CC=2)=CC=1.[F:59][C:60]([F:72])([F:71])[O:61]C1C=CC(C(Cl)=O)=CC=1. No catalyst specified. The product is [CH3:32][CH:31]([CH3:33])[C@H:26]([N:21]1[CH2:20][C:19]2[C:23](=[CH:24][C:16]([C:13]3[CH:12]=[CH:11][C:10]([NH:9][C:1](=[O:8])[C:2]4[CH:3]=[CH:4][C:5]([O:61][C:60]([F:72])([F:71])[F:59])=[CH:6][CH:7]=4)=[CH:15][CH:14]=3)=[CH:17][CH:18]=2)[C:22]1=[O:25])[C:27]([O:29][CH3:30])=[O:28]. The yield is 0.840.